This data is from Catalyst prediction with 721,799 reactions and 888 catalyst types from USPTO. The task is: Predict which catalyst facilitates the given reaction. (1) Reactant: [OH-].[Na+].[F:3][C:4]([F:13])([F:12])[C:5]1[CH:10]=[CH:9][C:8](S)=[CH:7][CH:6]=1.[F:14][C:15]1[CH:20]=[CH:19][C:18]([F:21])=[CH:17][C:16]=1[CH:22]=[C:23]([CH3:26])[CH:24]=[O:25].[BH4-].[Na+].ClC1C=CC=C(C(OO)=O)C=1.[S:40]([O-:44])([O-])(=[O:42])=S.[Na+].[Na+]. Product: [F:14][C:15]1[CH:20]=[CH:19][C:18]([F:21])=[CH:17][C:16]=1[CH:22]([S:40]([C:8]1[CH:9]=[CH:10][C:5]([C:4]([F:13])([F:12])[F:3])=[CH:6][CH:7]=1)(=[O:44])=[O:42])[CH:23]([CH3:26])[CH2:24][OH:25]. The catalyst class is: 412. (2) Reactant: Cl[CH2:2][CH2:3][C:4]([NH:6][C:7]1[C:20]2[C:19](=[O:21])[C:18]3[C:13](=[CH:14][CH:15]=[CH:16][C:17]=3[NH:22][C:23](=[O:27])[CH2:24][CH2:25]Cl)[C:12](=[O:28])[C:11]=2[CH:10]=[CH:9][CH:8]=1)=[O:5].[N:29]1[CH:34]=[CH:33]C=C[CH:30]=1.[CH2:35]([NH:37][CH3:38])[CH3:36]. Product: [CH2:34]([N:29]([CH3:30])[CH:24]([CH3:25])[C:23]([NH:22][C:17]1[C:18]2[C:19](=[O:21])[C:20]3[C:11](=[CH:10][CH:9]=[CH:8][C:7]=3[NH:6][C:4](=[O:5])[CH:3]([N:37]([CH3:38])[CH2:35][CH3:36])[CH3:2])[C:12](=[O:28])[C:13]=2[CH:14]=[CH:15][CH:16]=1)=[O:27])[CH3:33]. The catalyst class is: 1. (3) Reactant: [NH2:1][C:2]1[CH:29]=[CH:28][C:27]([C:30]([F:33])([F:32])[F:31])=[CH:26][C:3]=1[CH2:4][NH:5][C@H:6]1[C@H:10]([C:11]2[CH:16]=[CH:15][CH:14]=[CH:13][CH:12]=2)[CH2:9][N:8]([S:17]([C:20]2[N:21]=[CH:22][N:23]([CH3:25])[CH:24]=2)(=[O:19])=[O:18])[CH2:7]1.C(N(CC)CC)C.[CH3:41][OH:42]. Product: [CH3:25][N:23]1[CH:24]=[C:20]([S:17]([N:8]2[CH2:9][C@@H:10]([C:11]3[CH:16]=[CH:15][CH:14]=[CH:13][CH:12]=3)[C@H:6]([N:5]3[CH2:4][C:3]4[C:2](=[CH:29][CH:28]=[C:27]([C:30]([F:32])([F:33])[F:31])[CH:26]=4)[NH:1][C:41]3=[O:42])[CH2:7]2)(=[O:19])=[O:18])[N:21]=[CH:22]1. The catalyst class is: 4. (4) Reactant: [Br:1][C:2]1[CH:7]=[CH:6][C:5]([OH:8])=[C:4]([CH:9]2[CH2:13][CH2:12][CH2:11][CH2:10]2)[CH:3]=1.C([O-])([O-])=O.[Cs+].[Cs+].[CH2:20](Br)[C:21]1[CH:26]=[CH:25][CH:24]=[CH:23][CH:22]=1. Product: [CH2:20]([O:8][C:5]1[CH:6]=[CH:7][C:2]([Br:1])=[CH:3][C:4]=1[CH:9]1[CH2:13][CH2:12][CH2:11][CH2:10]1)[C:21]1[CH:26]=[CH:25][CH:24]=[CH:23][CH:22]=1. The catalyst class is: 3. (5) Reactant: [C:1]([N:8]1[CH:12]=[CH:11]N=[CH:9]1)([N:3]1C=CN=C1)=[S:2].N1CC[S:16][CH2:15]C1.N. Product: [N:8]1([C:1](=[S:2])[NH2:3])[CH2:12][CH2:11][S:16][CH2:15][CH2:9]1. The catalyst class is: 36. (6) Reactant: [C:1]([C:3]1[CH:4]=[C:5]([CH:32]=[CH:33][CH:34]=1)[C:6]([NH:8][C:9]1[C:10]([CH3:31])=[C:11]([CH:27]=[C:28]([F:30])[CH:29]=1)[CH2:12][N:13]1[CH2:18][CH2:17][N:16](C(OC(C)(C)C)=O)[C@@H:15]([CH3:26])[CH2:14]1)=[O:7])#[N:2].C(O)(C(F)(F)F)=O. Product: [C:1]([C:3]1[CH:4]=[C:5]([CH:32]=[CH:33][CH:34]=1)[C:6]([NH:8][C:9]1[CH:29]=[C:28]([F:30])[CH:27]=[C:11]([CH2:12][N:13]2[CH2:18][CH2:17][NH:16][C@@H:15]([CH3:26])[CH2:14]2)[C:10]=1[CH3:31])=[O:7])#[N:2]. The catalyst class is: 2.